Dataset: Reaction yield outcomes from USPTO patents with 853,638 reactions. Task: Predict the reaction yield, written as a fraction of the theoretical maximum amount of product (1.0 means a 100% yield; for example, 0.34 means a 34% yield). (1) The reactants are [F:1][C:2]1[CH:16]=[C:15]([F:17])[CH:14]=[CH:13][C:3]=1[CH2:4][NH:5][CH2:6][CH2:7][CH2:8][CH2:9][CH2:10][CH2:11][CH3:12].[CH3:18][O:19][C:20]([C:22]1[CH:39]=[CH:38][CH:37]=[CH:36][C:23]=1[CH2:24][O:25][C:26]1[CH:31]=[CH:30][C:29]([CH2:32][C:33]([OH:35])=O)=[CH:28][CH:27]=1)=[O:21].C(Cl)CCl. The catalyst is C(Cl)Cl.CN(C1C=CN=CC=1)C. The product is [F:1][C:2]1[CH:16]=[C:15]([F:17])[CH:14]=[CH:13][C:3]=1[CH2:4][N:5]([CH2:6][CH2:7][CH2:8][CH2:9][CH2:10][CH2:11][CH3:12])[C:33](=[O:35])[CH2:32][C:29]1[CH:28]=[CH:27][C:26]([O:25][CH2:24][C:23]2[CH:36]=[CH:37][CH:38]=[CH:39][C:22]=2[C:20]([O:19][CH3:18])=[O:21])=[CH:31][CH:30]=1. The yield is 0.740. (2) The reactants are Br[CH2:2][C:3]([C:5]1[CH:10]=[CH:9][CH:8]=[CH:7][C:6]=1[I:11])=O.[C:12]([NH:19][C:20]([NH2:22])=[NH:21])([O:14][C:15]([CH3:18])([CH3:17])[CH3:16])=[O:13].[I-].[Na+]. The catalyst is CN(C=O)C. The product is [C:15]([O:14][C:12]([N:19]1[C:3]([C:5]2[CH:10]=[CH:9][CH:8]=[CH:7][C:6]=2[I:11])=[CH:2][N:21]=[C:20]1[NH2:22])=[O:13])([CH3:18])([CH3:16])[CH3:17]. The yield is 0.580. (3) The reactants are Br[CH2:2][CH2:3][C:4]1[CH:9]=[CH:8][C:7]([F:10])=[CH:6][CH:5]=1.[NH:11]1[C:15](=[O:16])[CH2:14][CH2:13][C:12]1=[O:17].C(=O)([O-])[O-].[K+].[K+].[I-].[Na+]. The catalyst is CN(C)C=O. The product is [F:10][C:7]1[CH:8]=[CH:9][C:4]([CH2:3][CH2:2][N:11]2[C:15](=[O:16])[CH2:14][CH2:13][C:12]2=[O:17])=[CH:5][CH:6]=1. The yield is 0.700. (4) The reactants are [F:1][C:2]1[CH:7]=[C:6](I)[CH:5]=[CH:4][C:3]=1[N:9]1[CH:14]=[C:13]([O:15][CH3:16])[C:12](=[O:17])[C:11]([C:18]2[N:22]([C:23]3[CH:28]=[CH:27][CH:26]=[CH:25][CH:24]=3)[N:21]=[CH:20][CH:19]=2)=[N:10]1.[O:29]1[CH2:33][C:32](=O)[N:31]=[C-:30]1.N[C@@H]1CCCC[C@H]1N.[O-:43]P([O-])([O-])=O.[K+].[K+].[K+]. The catalyst is O1CCOCC1.[Cu]I.O. The product is [F:1][C:2]1[CH:7]=[C:6]([N:31]2[CH2:32][CH2:33][O:29][C:30]2=[O:43])[CH:5]=[CH:4][C:3]=1[N:9]1[CH:14]=[C:13]([O:15][CH3:16])[C:12](=[O:17])[C:11]([C:18]2[N:22]([C:23]3[CH:28]=[CH:27][CH:26]=[CH:25][CH:24]=3)[N:21]=[CH:20][CH:19]=2)=[N:10]1. The yield is 0.710. (5) The reactants are C(OC(=O)[NH:7][C@H:8]([C:10](=[O:27])[NH:11][C:12]1[CH:17]=[CH:16][C:15]([F:18])=[CH:14][C:13]=1[NH:19][C:20]1[CH:21]=[N:22][C:23]([F:26])=[CH:24][CH:25]=1)[CH3:9])(C)(C)C. The catalyst is C(Cl)Cl.C(O)(C(F)(F)F)=O. The product is [NH2:7][C@@H:8]([CH3:9])[C:10]([NH:11][C:12]1[CH:17]=[CH:16][C:15]([F:18])=[CH:14][C:13]=1[NH:19][C:20]1[CH:21]=[N:22][C:23]([F:26])=[CH:24][CH:25]=1)=[O:27]. The yield is 0.940. (6) The reactants are C[C:2]1(C)[O:7][C:6]2[CH:8]=[CH:9][CH:10]=[C:11]([C:12]3[CH:13]=[C:14]([CH:20]=[CH:21][CH:22]=3)[C:15]([O:17][CH2:18]C)=[O:16])[C:5]=2[C:4](=[O:23])[O:3]1.C[O-].[Na+]. The catalyst is CO. The product is [OH:7][C:6]1[CH:8]=[CH:9][CH:10]=[C:11]([C:12]2[CH:22]=[CH:21][CH:20]=[C:14]([C:15]([O:17][CH3:18])=[O:16])[CH:13]=2)[C:5]=1[C:4]([O:3][CH3:2])=[O:23]. The yield is 0.950.